Predict the reactants needed to synthesize the given product. From a dataset of Full USPTO retrosynthesis dataset with 1.9M reactions from patents (1976-2016). (1) The reactants are: [Br:1][C:2]1[CH:7]=[CH:6][C:5]([I:8])=[CH:4][C:3]=1[C:9]([C:11]1[CH:12]=[C:13]2[C:18](=[CH:19][CH:20]=1)[O:17][CH2:16][CH2:15][CH2:14]2)=O.C([SiH](CC)CC)C. Given the product [Br:1][C:2]1[CH:7]=[CH:6][C:5]([I:8])=[CH:4][C:3]=1[CH2:9][C:11]1[CH:12]=[C:13]2[C:18](=[CH:19][CH:20]=1)[O:17][CH2:16][CH2:15][CH2:14]2, predict the reactants needed to synthesize it. (2) Given the product [Cl:1][C:2]1[CH:7]=[CH:6][C:5]([N:8]2[CH:16]=[CH:11][C:12]([CH3:13])=[N:9]2)=[CH:4][CH:3]=1, predict the reactants needed to synthesize it. The reactants are: [Cl:1][C:2]1[CH:7]=[CH:6][C:5]([NH:8][NH2:9])=[CH:4][CH:3]=1.Cl.[C:11]1(NN)[CH:16]=CC=[CH:13][CH:12]=1. (3) Given the product [N:11]12[CH2:18][CH2:17][CH:14]([CH2:15][CH2:16]1)[C@H:13]([OH:19])[CH2:12]2, predict the reactants needed to synthesize it. The reactants are: [OH-].[K+].C(O)(=O)/C=C/C(O)=O.[N:11]12[CH2:18][CH2:17][CH:14]([CH2:15][CH2:16]1)[C@H:13]([O:19]C(=O)C1C=CC([N+]([O-])=O)=CC=1)[CH2:12]2. (4) Given the product [NH:11]=[C:9]1[C:10]2[N:1]=[CH:2][CH:3]=[CH:4][C:5]=2[CH:6]=[CH:7][N:8]1[NH2:24].[CH3:19][C:14]1[CH:15]=[C:16]([CH3:18])[CH:17]=[C:12]([CH3:25])[C:13]=1[S:20]([O-:23])(=[O:22])=[O:21], predict the reactants needed to synthesize it. The reactants are: [N:1]1[C:10]2[C:5](=[CH:6][CH:7]=[N:8][C:9]=2[NH2:11])[CH:4]=[CH:3][CH:2]=1.[C:12]1([CH3:25])[CH:17]=[C:16]([CH3:18])[CH:15]=[C:14]([CH3:19])[C:13]=1[S:20]([O:23][NH2:24])(=[O:22])=[O:21].